This data is from Reaction yield outcomes from USPTO patents with 853,638 reactions. The task is: Predict the reaction yield, written as a fraction of the theoretical maximum amount of product (1.0 means a 100% yield; for example, 0.34 means a 34% yield). (1) The reactants are [C:1]([O:5][C:6](=[O:25])[N:7]([CH2:9][C:10]1[CH:14]=[C:13](Br)[N:12]([S:16]([C:19]2[CH:20]=[N:21][CH:22]=[CH:23][CH:24]=2)(=[O:18])=[O:17])[CH:11]=1)[CH3:8])([CH3:4])([CH3:3])[CH3:2].O.[F:27][C:28]1[CH:29]=[N:30][CH:31]=[CH:32][C:33]=1B(O)O.C(=O)([O-])O.[Na+].COCCOC. The catalyst is C1C=CC([P]([Pd]([P](C2C=CC=CC=2)(C2C=CC=CC=2)C2C=CC=CC=2)([P](C2C=CC=CC=2)(C2C=CC=CC=2)C2C=CC=CC=2)[P](C2C=CC=CC=2)(C2C=CC=CC=2)C2C=CC=CC=2)(C2C=CC=CC=2)C2C=CC=CC=2)=CC=1.O. The product is [C:1]([O:5][C:6](=[O:25])[N:7]([CH2:9][C:10]1[CH:14]=[C:13]([C:33]2[CH:32]=[CH:31][N:30]=[CH:29][C:28]=2[F:27])[N:12]([S:16]([C:19]2[CH:20]=[N:21][CH:22]=[CH:23][CH:24]=2)(=[O:18])=[O:17])[CH:11]=1)[CH3:8])([CH3:4])([CH3:3])[CH3:2]. The yield is 0.270. (2) The reactants are C(OC([N:8]1[C:16]2[C:11](=[CH:12][CH:13]=[CH:14][CH:15]=2)[CH:10]=[C:9]1[C:17]1[NH:21][N:20]=[C:19]2[CH2:22][N:23]([C:25](=[O:30])[CH2:26][CH:27]([CH3:29])[CH3:28])[CH2:24][C:18]=12)=O)(C)(C)C.FC(F)(F)C(O)=O. The catalyst is ClCCl. The product is [NH:8]1[C:16]2[C:11](=[CH:12][CH:13]=[CH:14][CH:15]=2)[CH:10]=[C:9]1[C:17]1[NH:21][N:20]=[C:19]2[CH2:22][N:23]([C:25](=[O:30])[CH2:26][CH:27]([CH3:28])[CH3:29])[CH2:24][C:18]=12. The yield is 0.650. (3) The reactants are [Br:1][C:2]1[C:3]([N:21]2[CH2:26][CH2:25][CH2:24][C@@H:23]([NH:27]C(=O)OC(C)(C)C)[CH2:22]2)=[C:4]2[C:10]([NH:11][C:12]([C:14]3[CH:19]=[N:18][C:17]([CH3:20])=[CH:16][N:15]=3)=[O:13])=[CH:9][NH:8][C:5]2=[N:6][CH:7]=1.C(O)(C(F)(F)F)=O.C(Cl)[Cl:43]. No catalyst specified. The product is [ClH:43].[NH2:27][C@@H:23]1[CH2:24][CH2:25][CH2:26][N:21]([C:3]2[C:2]([Br:1])=[CH:7][N:6]=[C:5]3[NH:8][CH:9]=[C:10]([NH:11][C:12]([C:14]4[CH:19]=[N:18][C:17]([CH3:20])=[CH:16][N:15]=4)=[O:13])[C:4]=23)[CH2:22]1. The yield is 0.560. (4) The reactants are Cl[C:2]1[CH:7]=[CH:6][C:5]([N+:8]([O-:10])=[O:9])=[CH:4][N:3]=1.C(=O)([O-])[O-].[Na+].[Na+].Cl.[CH3:18][C:19]1([C:25]([O:27][CH3:28])=[O:26])[CH2:24][CH2:23][NH:22][CH2:21][CH2:20]1. The catalyst is CS(C)=O. The product is [CH3:18][C:19]1([C:25]([O:27][CH3:28])=[O:26])[CH2:24][CH2:23][N:22]([C:2]2[CH:7]=[CH:6][C:5]([N+:8]([O-:10])=[O:9])=[CH:4][N:3]=2)[CH2:21][CH2:20]1. The yield is 0.940. (5) The reactants are F[C:2]1[CH:8]=[CH:7][C:5]([NH2:6])=[CH:4][C:3]=1[N+:9]([O-:11])=[O:10].[CH2:12]([NH2:14])[CH3:13]. The catalyst is C1COCC1.CCOC(C)=O. The product is [CH2:12]([NH:14][C:2]1[CH:8]=[CH:7][C:5]([NH2:6])=[CH:4][C:3]=1[N+:9]([O-:11])=[O:10])[CH3:13]. The yield is 0.980. (6) The reactants are [C:1]12([C:11]3[CH:21]=[CH:20][C:14]([O:15][CH2:16][C:17](O)=[O:18])=[CH:13][CH:12]=3)[CH2:10][CH:5]3[CH2:6][CH:7]([CH2:9][CH:3]([CH2:4]3)[CH2:2]1)[CH2:8]2.[NH2:22][C:23]1[N:31]=[CH:30][CH:29]=[CH:28][C:24]=1C(N)=O.C1CN([P+](ON2N=[N:56][C:51]3C=CC=CC2=3)(N2CCCC2)N2CCCC2)CC1.F[P-](F)(F)(F)(F)F.C[OH:66]. The catalyst is CN(C1C=CN=CC=1)C.CN(C=O)C. The product is [C:1]12([C:11]3[CH:12]=[CH:13][C:14]([O:15][CH2:16][C:17]([NH:22][C:23]4[CH:24]=[C:28]([CH:29]=[CH:30][N:31]=4)[C:51]([NH2:56])=[O:66])=[O:18])=[CH:20][CH:21]=3)[CH2:2][CH:3]3[CH2:4][CH:5]([CH2:6][CH:7]([CH2:9]3)[CH2:8]1)[CH2:10]2. The yield is 0.500.